This data is from CYP2C9 inhibition data for predicting drug metabolism from PubChem BioAssay. The task is: Regression/Classification. Given a drug SMILES string, predict its absorption, distribution, metabolism, or excretion properties. Task type varies by dataset: regression for continuous measurements (e.g., permeability, clearance, half-life) or binary classification for categorical outcomes (e.g., BBB penetration, CYP inhibition). Dataset: cyp2c9_veith. (1) The drug is O=C1NC(c2ccccc2)=NC1(NS(=O)(=O)c1ccccc1)C(F)(F)F. The result is 0 (non-inhibitor). (2) The molecule is COc1ccc2c(c1)c(=O)oc1c(C)c(OCC(=O)N3CCc4ccccc4C3)ccc12. The result is 1 (inhibitor). (3) The result is 0 (non-inhibitor). The compound is Cn1cccc1C(=O)N1CCC[C@@]2(CCN(c3ccccn3)C2)C1. (4) The molecule is CCCCSc1ccc2nc(-c3ccc(C#N)cc3)cn2c1. The result is 1 (inhibitor). (5) The result is 0 (non-inhibitor). The molecule is Clc1ccc(-c2noc(CN3CCCCC3)n2)cc1. (6) The drug is CC1=C(CC[C@H](C)CO)O[C@@H]2C[C@@H]3[C@H]4CC[C@H]5C[C@@H](O)CC[C@]5(C)[C@@H]4CC(=O)[C@@]3(C)[C@@H]12. The result is 0 (non-inhibitor). (7) The molecule is O=C(O)CCCc1ccc2ccccc2c1. The result is 0 (non-inhibitor). (8) The compound is COC(=O)c1cc(C#N)c(Oc2ccc(OC)cc2)nc1C. The result is 1 (inhibitor). (9) The molecule is Cc1ccc(NC(=O)/C(=C\c2ccc3c(c2)OCO3)NC(=O)c2ccco2)cc1. The result is 1 (inhibitor).